This data is from Forward reaction prediction with 1.9M reactions from USPTO patents (1976-2016). The task is: Predict the product of the given reaction. (1) Given the reactants ClC(Cl)(Cl)C[O:4][C:5]([C@@H:7]1[CH2:12][CH2:11][CH2:10][N:9]([C:13](=[O:49])[C@@H:14]([NH:30][C:31](=[O:48])[C@@H:32]([NH:36][C:37](=[O:47])[C@H:38]([CH3:46])[C@H:39]([O:44][CH3:45])[CH2:40][CH2:41][CH:42]=[CH2:43])[CH:33]([CH3:35])[CH3:34])[CH2:15][C:16]2[CH:21]=[CH:20][CH:19]=[C:18]([O:22][Si:23]([C:26]([CH3:29])([CH3:28])[CH3:27])([CH3:25])[CH3:24])[CH:17]=2)[NH:8]1)=[O:6].C([O-])(=O)C.[NH4+], predict the reaction product. The product is: [C:26]([Si:23]([CH3:25])([CH3:24])[O:22][C:18]1[CH:17]=[C:16]([CH2:15][C@H:14]([NH:30][C:31](=[O:48])[C@@H:32]([NH:36][C:37](=[O:47])[C@H:38]([CH3:46])[C@H:39]([O:44][CH3:45])[CH2:40][CH2:41][CH:42]=[CH2:43])[CH:33]([CH3:34])[CH3:35])[C:13]([N:9]2[CH2:10][CH2:11][CH2:12][C@@H:7]([C:5]([OH:6])=[O:4])[NH:8]2)=[O:49])[CH:21]=[CH:20][CH:19]=1)([CH3:28])([CH3:27])[CH3:29]. (2) Given the reactants COC(=O)[C:4]1[CH:9]=[CH:8][CH:7]=[C:6]([CH2:10][O:11][C:12]2[CH:17]=[CH:16][C:15]([C:18]3[CH:23]=[C:22]([F:24])[C:21]([F:25])=[CH:20][C:19]=3[O:26][CH3:27])=[CH:14][CH:13]=2)[C:5]=1[NH:28][N:29]([C:34]([O:36]C(C)(C)C)=O)[CH2:30][CH2:31][O:32][CH3:33].Cl, predict the reaction product. The product is: [F:25][C:21]1[C:22]([F:24])=[CH:23][C:18]([C:15]2[CH:16]=[CH:17][C:12]([O:11][CH2:10][C:6]3[CH:7]=[CH:8][CH:9]=[C:4]4[C:5]=3[NH:28][N:29]([CH2:30][CH2:31][O:32][CH3:33])[C:34]4=[O:36])=[CH:13][CH:14]=2)=[C:19]([O:26][CH3:27])[CH:20]=1. (3) Given the reactants [ClH:1].CC1(C)[O:7][C@H:6]([CH2:8][O:9][C:10]2[N:15]=[C:14]([C:16]([NH:18][C:19]3[N:23]4[N:24]=[C:25]([C:28]5[CH:33]=[CH:32][CH:31]=[CH:30][C:29]=5[C:34]([F:37])([F:36])[F:35])[CH:26]=[CH:27][C:22]4=[N:21][CH:20]=3)=[O:17])[CH:13]=[N:12][CH:11]=2)[CH2:5][O:4]1, predict the reaction product. The product is: [ClH:1].[OH:7][C@@H:6]([CH2:5][OH:4])[CH2:8][O:9][C:10]1[N:15]=[C:14]([C:16]([NH:18][C:19]2[N:23]3[N:24]=[C:25]([C:28]4[CH:33]=[CH:32][CH:31]=[CH:30][C:29]=4[C:34]([F:35])([F:37])[F:36])[CH:26]=[CH:27][C:22]3=[N:21][CH:20]=2)=[O:17])[CH:13]=[N:12][CH:11]=1. (4) Given the reactants [F:1][C:2]([F:14])([CH3:13])[CH2:3][CH2:4][CH2:5][CH2:6][N:7]1[CH:11]=[CH:10][C:9]([NH2:12])=[N:8]1.[C:15]1([CH3:26])[CH:20]=[CH:19][CH:18]=[C:17](/[CH:21]=[CH:22]/[C:23](O)=[O:24])[CH:16]=1, predict the reaction product. The product is: [F:14][C:2]([F:1])([CH3:13])[CH2:3][CH2:4][CH2:5][CH2:6][N:7]1[CH:11]=[CH:10][C:9]([NH:12][C:23](=[O:24])/[CH:22]=[CH:21]/[C:17]2[CH:16]=[C:15]([CH3:26])[CH:20]=[CH:19][CH:18]=2)=[N:8]1. (5) Given the reactants [Br:1][C:2]1[CH:3]=[CH:4][C:5]([O:22][CH3:23])=[C:6]([S:8]([NH:11][C:12]2[CH:13]=[N:14][C:15]3[C:20]([CH:21]=2)=[CH:19][CH:18]=[CH:17][CH:16]=3)(=[O:10])=[O:9])[CH:7]=1.[C:24]([O-])([O-])=O.[K+].[K+].[I-].C, predict the reaction product. The product is: [Br:1][C:2]1[CH:3]=[CH:4][C:5]([O:22][CH3:23])=[C:6]([S:8]([N:11]([CH3:24])[C:12]2[CH:13]=[N:14][C:15]3[C:20]([CH:21]=2)=[CH:19][CH:18]=[CH:17][CH:16]=3)(=[O:9])=[O:10])[CH:7]=1. (6) Given the reactants Br[C:2]1[S:3][C:4]([C:13]([C:15]2[CH:23]=[C:22]3[C:18]([C:19]([F:45])=[C:20]([C:39]4[CH:44]=[CH:43][CH:42]=[CH:41][CH:40]=4)[N:21]3[CH2:24][CH2:25][CH2:26][CH2:27][N:28]3[C:36](=[O:37])[C:35]4[C:30](=[CH:31][CH:32]=[CH:33][CH:34]=4)[C:29]3=[O:38])=[CH:17][CH:16]=2)=[O:14])=[CH:5][C:6]=1[CH2:7][C:8]([O:10][CH2:11][CH3:12])=[O:9].[F-].[Cs+].[NH2:48][C:49]1[CH:50]=[C:51](B(O)O)[CH:52]=[CH:53][CH:54]=1.O, predict the reaction product. The product is: [NH2:48][C:49]1[CH:54]=[C:53]([C:2]2[S:3][C:4]([C:13]([C:15]3[CH:23]=[C:22]4[C:18]([C:19]([F:45])=[C:20]([C:39]5[CH:44]=[CH:43][CH:42]=[CH:41][CH:40]=5)[N:21]4[CH2:24][CH2:25][CH2:26][CH2:27][N:28]4[C:36](=[O:37])[C:35]5[C:30](=[CH:31][CH:32]=[CH:33][CH:34]=5)[C:29]4=[O:38])=[CH:17][CH:16]=3)=[O:14])=[CH:5][C:6]=2[CH2:7][C:8]([O:10][CH2:11][CH3:12])=[O:9])[CH:52]=[CH:51][CH:50]=1.